This data is from Full USPTO retrosynthesis dataset with 1.9M reactions from patents (1976-2016). The task is: Predict the reactants needed to synthesize the given product. (1) Given the product [Si:18]([O:17][CH2:16][C@@H:9]([NH:8][CH3:6])[CH2:10][CH2:11][CH2:12][OH:13])([C:21]([CH3:24])([CH3:23])[CH3:22])([CH3:20])[CH3:19], predict the reactants needed to synthesize it. The reactants are: C(O[C:6]([N:8](C)[C@H:9]([CH2:16][O:17][Si:18]([C:21]([CH3:24])([CH3:23])[CH3:22])([CH3:20])[CH3:19])[CH2:10][CH2:11][C:12](OC)=[O:13])=O)(C)(C)C.N1C(C)=CC=CC=1C.[Si](OS(C(F)(F)F)(=O)=O)(C)(C)C. (2) Given the product [Cl:33][C:34]1[CH:66]=[CH:65][CH:64]=[CH:63][C:35]=1[C:36]([NH:38][C:39]1[CH:44]=[CH:43][C:42]([C:45]2[CH:53]=[C:52]3[C:48]([CH2:49][N:50]([C@@H:55]([CH:60]([CH3:61])[CH3:62])[C:56]([OH:58])=[O:57])[C:51]3=[O:54])=[CH:47][CH:46]=2)=[CH:41][CH:40]=1)=[O:37], predict the reactants needed to synthesize it. The reactants are: C(NC1C=CC(C2C=C3C(CN([C@@H](C(C)C)C(O)=O)C3=O)=CC=2)=CC=1)(=O)C1C=CC=CC=1.[Cl:33][C:34]1[CH:66]=[CH:65][CH:64]=[CH:63][C:35]=1[C:36]([NH:38][C:39]1[CH:44]=[CH:43][C:42]([C:45]2[CH:53]=[C:52]3[C:48]([CH2:49][N:50]([C@@H:55]([CH:60]([CH3:62])[CH3:61])[C:56]([O:58]C)=[O:57])[C:51]3=[O:54])=[CH:47][CH:46]=2)=[CH:41][CH:40]=1)=[O:37]. (3) Given the product [OH:4][CH2:5][C:6]([C@H:9]1[C@@H:13]2[C@@H:14]3[C@@:27]([CH3:30])([CH2:28][CH2:29][C@@:12]2([NH:45][CH2:46][CH2:47][N:48]2[CH2:53][CH2:52][S:51](=[O:55])(=[O:54])[CH2:50][CH2:49]2)[CH2:11][CH2:10]1)[C@@:26]1([CH3:31])[C@@H:17]([C@:18]2([CH3:44])[C@@H:23]([CH2:24][CH2:25]1)[C:22]([CH3:32])([CH3:33])[C:21]([C:34]1[CH:43]=[CH:42][C:37]([C:38]([OH:40])=[O:39])=[CH:36][CH:35]=1)=[CH:20][CH2:19]2)[CH2:16][CH2:15]3)([OH:8])[CH3:7].[C:1]([O:4][CH2:5][C:6]([C@H:9]1[C@@H:13]2[C@@H:14]3[C@@:27]([CH3:30])([CH2:28][CH2:29][C@@:12]2([NH:45][CH2:46][CH2:47][N:48]2[CH2:49][CH2:50][S:51](=[O:55])(=[O:54])[CH2:52][CH2:53]2)[CH2:11][CH2:10]1)[C@@:26]1([CH3:31])[C@@H:17]([C@:18]2([CH3:44])[C@@H:23]([CH2:24][CH2:25]1)[C:22]([CH3:32])([CH3:33])[C:21]([C:34]1[CH:35]=[CH:36][C:37]([C:38]([O:40][CH3:41])=[O:39])=[CH:42][CH:43]=1)=[CH:20][CH2:19]2)[CH2:16][CH2:15]3)([OH:8])[CH3:7])(=[O:3])[CH3:2], predict the reactants needed to synthesize it. The reactants are: [C:1]([O:4][CH2:5][C:6]([C@H:9]1[C@@H:13]2[C@@H:14]3[C@@:27]([CH3:30])([CH2:28][CH2:29][C@@:12]2([NH:45][CH2:46][CH2:47][N:48]2[CH2:53][CH2:52][S:51](=[O:55])(=[O:54])[CH2:50][CH2:49]2)[CH2:11][CH2:10]1)[C@@:26]1([CH3:31])[C@@H:17]([C@:18]2([CH3:44])[C@@H:23]([CH2:24][CH2:25]1)[C:22]([CH3:33])([CH3:32])[C:21]([C:34]1[CH:43]=[CH:42][C:37]([C:38]([O:40][CH3:41])=[O:39])=[CH:36][CH:35]=1)=[CH:20][CH2:19]2)[CH2:16][CH2:15]3)([OH:8])[CH3:7])(=[O:3])[CH3:2].O.[OH-].[Li+].O1CCCC1.C(O)(C(F)(F)F)=O. (4) The reactants are: ClC1C=C(C=CC=1Cl)OC1CCN(S(C2C(C)=NN(C)C=2C)(=O)=O)CC1.[CH3:27][N:28]1[C:32]([CH3:33])=[C:31]([S:34](Cl)(=[O:36])=[O:35])[C:30]([CH3:38])=[N:29]1.Cl.[F:40][C:41]1[CH:42]=[C:43]([CH:51]=[CH:52][C:53]=1[O:54][CH3:55])[O:44][CH:45]1[CH2:50][CH2:49][NH:48][CH2:47][CH2:46]1. Given the product [F:40][C:41]1[CH:42]=[C:43]([CH:51]=[CH:52][C:53]=1[O:54][CH3:55])[O:44][CH:45]1[CH2:50][CH2:49][N:48]([S:34]([C:31]2[C:30]([CH3:38])=[N:29][N:28]([CH3:27])[C:32]=2[CH3:33])(=[O:36])=[O:35])[CH2:47][CH2:46]1, predict the reactants needed to synthesize it. (5) The reactants are: [CH2:1]([O:3][C:4]([C:6]1[C:14]2[C:9](=[CH:10][CH:11]=[C:12]([OH:15])[CH:13]=2)[N:8]([C:16]2[CH:21]=[CH:20][C:19]([N:22]([CH2:25][CH3:26])[CH2:23][CH3:24])=[CH:18][CH:17]=2)[C:7]=1[CH2:27][C:28]([O:30][CH2:31][CH3:32])=[O:29])=[O:5])[CH3:2].[Cl:33][C:34]1[CH:39]=[CH:38][C:37](B(O)O)=[CH:36][CH:35]=1. Given the product [CH2:1]([O:3][C:4]([C:6]1[C:14]2[C:9](=[CH:10][CH:11]=[C:12]([O:15][C:37]3[CH:38]=[CH:39][C:34]([Cl:33])=[CH:35][CH:36]=3)[CH:13]=2)[N:8]([C:16]2[CH:21]=[CH:20][C:19]([N:22]([CH2:25][CH3:26])[CH2:23][CH3:24])=[CH:18][CH:17]=2)[C:7]=1[CH2:27][C:28]([O:30][CH2:31][CH3:32])=[O:29])=[O:5])[CH3:2], predict the reactants needed to synthesize it. (6) Given the product [C:49]([OH:56])(=[O:55])/[CH:50]=[CH:51]/[C:52]([OH:54])=[O:53].[CH:22]1([NH:21][C:20](=[O:28])[C@H:18]([CH3:19])[CH2:17][C@H:16]([OH:29])[C@@H:15]([NH2:14])[CH2:30][N:31]2[CH2:36][C:35](=[O:37])[N:34]([C:38]3[CH:43]=[C:42]([F:44])[CH:41]=[CH:40][C:39]=3[CH3:45])[CH2:33][C:32]2([CH3:47])[CH3:46])[CH2:27][CH2:26][CH2:25][CH2:24][CH2:23]1.[NH2:87][C@@H:68]([CH2:69][N:70]1[CH2:75][C:74](=[O:76])[N:73]([C:77]2[CH:82]=[C:81]([F:83])[CH:80]=[CH:79][C:78]=2[CH3:84])[CH2:72][C:71]1([CH3:85])[CH3:86])[C@@H:67]([OH:88])[CH2:66][C@@H:65]([CH3:89])[C:64]([NH:63][CH:57]1[CH2:58][CH2:59][CH2:60][CH2:61][CH2:62]1)=[O:90], predict the reactants needed to synthesize it. The reactants are: FC(F)(F)C(O)=O.C(OC(=O)[NH:14][C@@H:15]([CH2:30][N:31]1[CH2:36][C:35](=[O:37])[N:34]([C:38]2[CH:43]=[C:42]([F:44])[CH:41]=[CH:40][C:39]=2[CH3:45])[CH2:33][C:32]1([CH3:47])[CH3:46])[C@@H:16]([OH:29])[CH2:17][C@H:18]([C:20](=[O:28])[NH:21][CH:22]1[CH2:27][CH2:26][CH2:25][CH2:24][CH2:23]1)[CH3:19])(C)(C)C.[C:49]([OH:56])(=[O:55])/[CH:50]=[CH:51]/[C:52]([OH:54])=[O:53].[CH:57]1([NH:63][C:64](=[O:90])[C@H:65]([CH3:89])[CH2:66][C@H:67]([OH:88])[C@@H:68]([NH2:87])[CH2:69][N:70]2[CH2:75][C:74](=[O:76])[N:73]([C:77]3[CH:82]=[C:81]([F:83])[CH:80]=[CH:79][C:78]=3[CH3:84])[CH2:72][C:71]2([CH3:86])[CH3:85])[CH2:62][CH2:61][CH2:60][CH2:59][CH2:58]1. (7) Given the product [NH2:8][C:6]1[C:7]([C:30]([NH2:13])=[O:29])=[C:2]([Cl:1])[N:3]=[CH:4][CH:5]=1, predict the reactants needed to synthesize it. The reactants are: [Cl:1][C:2]1[CH:7]=[C:6]([NH2:8])[CH:5]=[CH:4][N:3]=1.C[Si]([N-:13][Si](C)(C)C)(C)C.[Na+].CC(OC(OC([O:29][C:30](C)(C)C)=O)=O)(C)C.C(O)(C(F)(F)F)=O. (8) Given the product [CH2:33]([O:35][C:36]([C:37]1[CH:4]([C:3]2[CH:6]=[C:7]([OH:10])[CH:8]=[CH:9][C:2]=2[F:1])[C:23]2[C:22](=[O:27])[CH2:21][CH:20]([C:13]3[C:14]([CH3:19])=[CH:15][C:16]([CH3:18])=[CH:17][C:12]=3[CH3:11])[CH2:25][C:24]=2[NH:56][C:38]=1[CH2:39][O:40][C:41]([CH3:44])([CH3:43])[CH3:42])=[O:46])[CH3:34], predict the reactants needed to synthesize it. The reactants are: [F:1][C:2]1[CH:9]=[CH:8][C:7]([OH:10])=[CH:6][C:3]=1[CH:4]=O.[CH3:11][C:12]1[CH:17]=[C:16]([CH3:18])[CH:15]=[C:14]([CH3:19])[C:13]=1[CH:20]1[CH2:25][C:24](=O)[CH2:23][C:22](=[O:27])[CH2:21]1.C([O-])(=O)C.[NH4+].[CH2:33]([O:35][C:36](=[O:46])[CH2:37][C:38](=O)[CH2:39][O:40][C:41]([CH3:44])([CH3:43])[CH3:42])[CH3:34].F[B-](F)(F)F.C([N+:56]1C=CN(C)C=1)CCC.